The task is: Predict the reaction yield, written as a fraction of the theoretical maximum amount of product (1.0 means a 100% yield; for example, 0.34 means a 34% yield).. This data is from Reaction yield outcomes from USPTO patents with 853,638 reactions. (1) The reactants are [CH3:1][O:2]/[N:3]=[C:4](/[C:28]1[CH:33]=[CH:32][CH:31]=[CH:30][CH:29]=1)\[CH2:5][O:6][C:7]1[CH:27]=[CH:26][C:10]([CH2:11][O:12][C:13]2[CH:18]=[CH:17][C:16]([C:19](=[O:25])[CH2:20][C:21]([O:23][CH3:24])=[O:22])=[CH:15][CH:14]=2)=[CH:9][CH:8]=1.[BH4-].[Na+]. The catalyst is CO. The product is [OH:25][CH:19]([C:16]1[CH:17]=[CH:18][C:13]([O:12][CH2:11][C:10]2[CH:26]=[CH:27][C:7]([O:6][CH2:5]/[C:4](=[N:3]\[O:2][CH3:1])/[C:28]3[CH:29]=[CH:30][CH:31]=[CH:32][CH:33]=3)=[CH:8][CH:9]=2)=[CH:14][CH:15]=1)[CH2:20][C:21]([O:23][CH3:24])=[O:22]. The yield is 0.500. (2) The reactants are [OH:1][CH:2]([CH2:6][O:7][C:8]1[CH:13]=[CH:12][C:11]([C:14](=[N:16][O:17][CH2:18][C:19]2[CH:24]=[CH:23][C:22]([C:25]([F:28])([F:27])[F:26])=[CH:21][CH:20]=2)[CH3:15])=[CH:10][CH:9]=1)[C:3]([NH2:5])=[O:4].[C:29](N1C=CN=C1)(N1C=CN=C1)=[O:30].O. The catalyst is C1COCC1. The product is [F:28][C:25]([F:26])([F:27])[C:22]1[CH:21]=[CH:20][C:19]([CH2:18][O:17][N:16]=[C:14]([C:11]2[CH:12]=[CH:13][C:8]([O:7][CH2:6][CH:2]3[O:1][C:29](=[O:30])[NH:5][C:3]3=[O:4])=[CH:9][CH:10]=2)[CH3:15])=[CH:24][CH:23]=1. The yield is 0.520. (3) The reactants are NC[C:3]1[CH:4]=[CH:5][C:6]([N:13]2[CH:17]=[CH:16][N:15]=[CH:14]2)=[C:7]([CH:12]=1)[C:8]([O:10][CH3:11])=[O:9].[F:18][C:19]1[CH:20]=[C:21]([CH:33]=[CH:34][C:35]=1[F:36])[CH2:22][NH:23][C:24](=[O:32])[C:25]1[CH:30]=[CH:29][CH:28]=[N:27][C:26]=1F.CC[N:39](CC)CC. The catalyst is CN(C=O)C.O. The product is [F:18][C:19]1[CH:20]=[C:21]([CH:33]=[CH:34][C:35]=1[F:36])[CH2:22][NH:23][C:24]([C:25]1[C:26]([NH:39][CH2:11][O:10][C:8](=[O:9])[C:7]2[CH:12]=[CH:3][CH:4]=[CH:5][C:6]=2[N:13]2[CH:17]=[CH:16][N:15]=[CH:14]2)=[N:27][CH:28]=[CH:29][CH:30]=1)=[O:32]. The yield is 0.510. (4) The reactants are C([NH:8][C:9]1[C:10]([CH3:32])=[C:11]([CH3:31])[C:12]2[O:16][CH:15]=[C:14]([C:17]3[CH:22]=[CH:21][C:20]([CH:23]4[CH2:28][CH2:27][CH2:26][CH2:25][CH2:24]4)=[CH:19][CH:18]=3)[C:13]=2[C:29]=1[CH3:30])C1C=CC=CC=1. The catalyst is CCCCCC. The product is [CH:23]1([C:20]2[CH:19]=[CH:18][C:17]([C:14]3[C:13]4[C:29]([CH3:30])=[C:9]([NH2:8])[C:10]([CH3:32])=[C:11]([CH3:31])[C:12]=4[O:16][CH:15]=3)=[CH:22][CH:21]=2)[CH2:24][CH2:25][CH2:26][CH2:27][CH2:28]1. The yield is 0.790. (5) The reactants are C(OC([NH:8][C@@H:9]([CH3:16])/[CH:10]=[CH:11]/[C:12]([O:14][CH3:15])=[O:13])=O)(C)(C)C.[ClH:17]. The catalyst is O1CCOCC1. The product is [ClH:17].[NH2:8][C@@H:9]([CH3:16])/[CH:10]=[CH:11]/[C:12]([O:14][CH3:15])=[O:13]. The yield is 0.980. (6) The catalyst is ClCCl. The reactants are C(OC([N:8]1[CH2:13][CH2:12][CH2:11][CH:10]([NH:14][C:15]([NH:17][C@H:18]2[CH2:22][O:21][C@@H:20]3[C@@H:23]([O:26][C:27]4[C:28]([CH3:33])=[N:29][CH:30]=[CH:31][CH:32]=4)[CH2:24][O:25][C@H:19]23)=[O:16])[CH2:9]1)=O)(C)(C)C.Cl.CC(O)C. The product is [CH3:33][C:28]1[C:27]([O:26][C@@H:23]2[C@H:20]3[O:21][CH2:22][C@H:18]([NH:17][C:15]([NH:14][CH:10]4[CH2:11][CH2:12][CH2:13][NH:8][CH2:9]4)=[O:16])[C@H:19]3[O:25][CH2:24]2)=[CH:32][CH:31]=[CH:30][N:29]=1. The yield is 0.980. (7) The reactants are Br[C:2]1[S:6][C:5]2[CH:7]=[C:8]([O:11][CH3:12])[CH:9]=[CH:10][C:4]=2[C:3]=1[O:13][C:14]1[CH:19]=[CH:18][C:17](/[CH:20]=[CH:21]/[C:22]([O:24][CH3:25])=[O:23])=[CH:16][CH:15]=1.[CH3:26][O:27][CH2:28][C:29]1[CH:34]=[CH:33][CH:32]=[CH:31][C:30]=1B(O)O.C([O-])([O-])=O.[Na+].[Na+].[O-]S([O-])(=O)=O.[Na+].[Na+]. The product is [CH3:12][O:11][C:8]1[CH:9]=[CH:10][C:4]2[C:3]([O:13][C:14]3[CH:19]=[CH:18][C:17](/[CH:20]=[CH:21]/[C:22]([O:24][CH3:25])=[O:23])=[CH:16][CH:15]=3)=[C:2]([C:30]3[CH:31]=[CH:32][CH:33]=[CH:34][C:29]=3[CH2:28][O:27][CH3:26])[S:6][C:5]=2[CH:7]=1. The yield is 0.790. The catalyst is COCCOC.CCOC(C)=O.C1C=CC(P(C2C=CC=CC=2)[C-]2C=CC=C2)=CC=1.C1C=CC(P(C2C=CC=CC=2)[C-]2C=CC=C2)=CC=1.Cl[Pd]Cl.[Fe+2].